Dataset: Full USPTO retrosynthesis dataset with 1.9M reactions from patents (1976-2016). Task: Predict the reactants needed to synthesize the given product. (1) Given the product [Cl:1][C:2]1[N:7]=[C:6]([Cl:8])[C:5]([CH:9]([Cl:14])[CH3:10])=[CH:4][N:3]=1, predict the reactants needed to synthesize it. The reactants are: [Cl:1][C:2]1[N:7]=[C:6]([Cl:8])[C:5]([CH:9](O)[CH3:10])=[CH:4][N:3]=1.P(Cl)(Cl)([Cl:14])=O.C(N(C(C)C)CC)(C)C. (2) Given the product [CH3:11][C:2]([C:12]1[CH:16]=[C:15]([NH:17][C:18](=[O:32])[C:19]([CH3:31])([S:21]([CH:24]([CH:25]2[CH2:30][CH2:29][O:28][CH2:27][CH2:26]2)[CH3:33])(=[O:23])=[O:22])[CH3:20])[O:14][N:13]=1)([CH3:1])[CH2:3][O:4][CH:5]1[CH2:10][CH2:9][CH2:8][CH2:7][O:6]1, predict the reactants needed to synthesize it. The reactants are: [CH3:1][C:2]([C:12]1[CH:16]=[C:15]([NH:17][C:18](=[O:32])[C:19]([CH3:31])([S:21]([CH2:24][CH:25]2[CH2:30][CH2:29][O:28][CH2:27][CH2:26]2)(=[O:23])=[O:22])[CH3:20])[O:14][N:13]=1)([CH3:11])[CH2:3][O:4][CH:5]1[CH2:10][CH2:9][CH2:8][CH2:7][O:6]1.[CH2:33]([Li])CCC.CI. (3) Given the product [C:14]([O:13][C:11]([NH:1][C@H:2]([C:6]([OH:8])=[O:7])[CH:3]([CH3:5])[CH3:4])=[O:12])([CH3:17])([CH3:16])[CH3:15], predict the reactants needed to synthesize it. The reactants are: [NH2:1][C@H:2]([C:6]([OH:8])=[O:7])[CH:3]([CH3:5])[CH3:4].[OH-].[Na+].[C:11](O[C:11]([O:13][C:14]([CH3:17])([CH3:16])[CH3:15])=[O:12])([O:13][C:14]([CH3:17])([CH3:16])[CH3:15])=[O:12].Cl. (4) The reactants are: Cl[C:2]1[C:3]2[C:10]([C:11]#[N:12])=[CH:9][NH:8][C:4]=2[N:5]=[CH:6][N:7]=1.[CH:13]([O:16][C:17]1[CH:25]=[C:24]2[C:20]([CH:21]=[N:22][NH:23]2)=[CH:19][C:18]=1[NH2:26])([CH3:15])[CH3:14]. Given the product [CH:13]([O:16][C:17]1[CH:25]=[C:24]2[C:20]([CH:21]=[N:22][NH:23]2)=[CH:19][C:18]=1[NH:26][C:2]1[C:3]2[C:10]([C:11]#[N:12])=[CH:9][NH:8][C:4]=2[N:5]=[CH:6][N:7]=1)([CH3:15])[CH3:14], predict the reactants needed to synthesize it. (5) Given the product [CH3:22][NH:21][C:20]([N:13]1[C:14]2[C:19](=[CH:18][CH:17]=[CH:16][CH:15]=2)[C:11]([C:9]([OH:10])=[O:8])=[CH:12]1)=[O:23], predict the reactants needed to synthesize it. The reactants are: C([O:8][C:9]([C:11]1[C:19]2[C:14](=[CH:15][CH:16]=[CH:17][CH:18]=2)[N:13]([C:20](=[O:23])[NH:21][CH3:22])[CH:12]=1)=[O:10])C1C=CC=CC=1. (6) Given the product [Br:15][C:16]1[CH:17]=[CH:18][C:19]([O:22][CH:27]2[CH2:28][CH2:29][N:24]([CH3:23])[CH2:25][CH2:26]2)=[N:20][CH:21]=1, predict the reactants needed to synthesize it. The reactants are: CC(OC(/N=N/C(OC(C)C)=O)=O)C.[Br:15][C:16]1[CH:17]=[CH:18][C:19]([OH:22])=[N:20][CH:21]=1.[CH3:23][N:24]1[CH2:29][CH2:28][CH:27](O)[CH2:26][CH2:25]1.C1(P(C2C=CC=CC=2)C2C=CC=CC=2)C=CC=CC=1.